Task: Binary Classification. Given a T-cell receptor sequence (or CDR3 region) and an epitope sequence, predict whether binding occurs between them.. Dataset: TCR-epitope binding with 47,182 pairs between 192 epitopes and 23,139 TCRs (1) The epitope is VLAWLYAAV. The TCR CDR3 sequence is CAISQVARQSLGRFNEQFF. Result: 1 (the TCR binds to the epitope). (2) The epitope is QVPLRPMTYK. The TCR CDR3 sequence is CASSDGTANNQPQHF. Result: 0 (the TCR does not bind to the epitope).